Predict the reactants needed to synthesize the given product. From a dataset of Full USPTO retrosynthesis dataset with 1.9M reactions from patents (1976-2016). (1) Given the product [C:18]12([CH2:17][CH:12]([NH:11][C:9](=[O:10])[O:8][CH2:1][C:2]3[CH:7]=[CH:6][CH:5]=[CH:4][CH:3]=3)[CH2:13][OH:14])[CH2:19][CH2:20][CH:21]([CH2:22][CH2:23]1)[CH2:24][CH2:25]2, predict the reactants needed to synthesize it. The reactants are: [CH2:1]([O:8][C:9]([NH:11][CH:12]([CH2:17][C:18]12[CH2:25][CH2:24][CH:21]([CH2:22][CH2:23]1)[CH2:20][CH2:19]2)[C:13](OC)=[O:14])=[O:10])[C:2]1[CH:7]=[CH:6][CH:5]=[CH:4][CH:3]=1.[BH4-].[Na+].OS([O-])=O.[Na+]. (2) Given the product [C:7]([CH2:8][CH2:9][NH:1][CH2:2][CH2:3][CH2:4][CH2:5][NH2:6])#[N:10], predict the reactants needed to synthesize it. The reactants are: [NH2:1][CH2:2][CH2:3][CH2:4][CH2:5][NH2:6].[C:7](#[N:10])[CH:8]=[CH2:9]. (3) Given the product [CH2:34]([O:36][C:37]([C:38]1[CH:10]([C:5]2[CH:6]=[CH:7][CH:8]=[C:9]3[C:4]=2[CH:3]=[CH:2][NH:1]3)[C:24]2[C:23](=[O:28])[CH2:22][CH:21]([C:14]3[C:15]([CH3:20])=[CH:16][C:17]([CH3:19])=[CH:18][C:13]=3[CH3:12])[CH2:26][C:25]=2[NH:58][C:39]=1[CH2:40][CH2:41][CH:42]1[CH2:46][CH2:45][CH2:44][CH2:43]1)=[O:48])[CH3:35], predict the reactants needed to synthesize it. The reactants are: [NH:1]1[C:9]2[CH:8]=[CH:7][CH:6]=[C:5]([CH:10]=O)[C:4]=2[CH:3]=[CH:2]1.[CH3:12][C:13]1[CH:18]=[C:17]([CH3:19])[CH:16]=[C:15]([CH3:20])[C:14]=1[CH:21]1[CH2:26][C:25](=O)[CH2:24][C:23](=[O:28])[CH2:22]1.C([O-])(=O)C.[NH4+].[CH2:34]([O:36][C:37](=[O:48])[CH2:38][C:39](=O)[CH2:40][CH2:41][CH:42]1[CH2:46][CH2:45][CH2:44][CH2:43]1)[CH3:35].F[B-](F)(F)F.C([N+:58]1C=CN(C)C=1)CCC. (4) Given the product [F:1][C:2]1[CH:3]=[C:4]2[C:9](=[CH:10][CH:11]=1)[N:8]=[CH:7][CH:6]=[C:5]2[O:12][CH:13]1[CH2:18][CH2:17][N:16]([CH:19]([CH:25]([CH3:27])[CH3:26])[C:20]([OH:22])=[O:21])[CH2:15][CH2:14]1, predict the reactants needed to synthesize it. The reactants are: [F:1][C:2]1[CH:3]=[C:4]2[C:9](=[CH:10][CH:11]=1)[N:8]=[CH:7][CH:6]=[C:5]2[O:12][CH:13]1[CH2:18][CH2:17][N:16]([CH:19]([CH:25]([CH3:27])[CH3:26])[C:20]([O:22]CC)=[O:21])[CH2:15][CH2:14]1.Cl. (5) Given the product [Cl:1][C:2]1[C:7]([Cl:8])=[C:6]([C:9]([OH:18])([C:14]([F:15])([F:16])[F:17])[C:10]([F:11])([F:12])[F:13])[CH:5]=[CH:4][C:3]=1[C:19]1[S:23][C:22]([C:24]([N:39]2[CH2:40][C:45]3([CH2:64][S:63](=[O:70])(=[O:69])[CH2:62]3)[CH2:43]2)=[O:26])=[N:21][C:20]=1[C:27]([N:29]1[CH2:34][CH2:33][CH:32]([F:35])[CH2:31][CH2:30]1)=[O:28], predict the reactants needed to synthesize it. The reactants are: [Cl:1][C:2]1[C:7]([Cl:8])=[C:6]([C:9]([OH:18])([C:14]([F:17])([F:16])[F:15])[C:10]([F:13])([F:12])[F:11])[CH:5]=[CH:4][C:3]=1[C:19]1[S:23][C:22]([C:24]([O-:26])=O)=[N:21][C:20]=1[C:27]([N:29]1[CH2:34][CH2:33][CH:32]([F:35])[CH2:31][CH2:30]1)=[O:28].[Li+].CC[N:39]([CH:43]([CH3:45])C)[CH:40](C)C.C1C=NC2N(O)N=NC=2C=1.C(O)(=O)C(O)=O.[CH2:62]1C2(CNC2)[CH2:64][S:63]1(=[O:70])=[O:69].CN(C(ON1N=NC2C=CC=NC1=2)=[N+](C)C)C.F[P-](F)(F)(F)(F)F. (6) Given the product [Br:22][C:23]1[CH:24]=[C:25]([F:33])[CH:26]=[C:27]2[C:31]=1[NH:30][C:29](=[O:32])/[C:28]/2=[CH:17]\[C:14]1[NH:13][C:9]2[CH2:10][CH2:11][CH2:12][N:6]([CH2:5][CH2:4][N:3]([CH2:20][CH3:21])[CH2:1][CH3:2])[C:7](=[O:19])[C:8]=2[C:15]=1[CH3:16], predict the reactants needed to synthesize it. The reactants are: [CH2:1]([N:3]([CH2:20][CH3:21])[CH2:4][CH2:5][N:6]1[CH2:12][CH2:11][CH2:10][C:9]2[NH:13][C:14]([CH:17]=O)=[C:15]([CH3:16])[C:8]=2[C:7]1=[O:19])[CH3:2].[Br:22][C:23]1[CH:24]=[C:25]([F:33])[CH:26]=[C:27]2[C:31]=1[NH:30][C:29](=[O:32])[CH2:28]2. (7) Given the product [S:1]1[C:5]2[CH:6]=[CH:7][CH:8]=[CH:9][C:4]=2[C:3]([CH2:10][CH2:11][N:12]2[CH2:13][CH:14]=[C:15]([C:18]3[C:26]4[C:21](=[CH:22][CH:23]=[CH:24][CH:25]=4)[N:20]([CH2:29][CH:28]=[CH2:27])[CH:19]=3)[CH2:16][CH2:17]2)=[CH:2]1, predict the reactants needed to synthesize it. The reactants are: [S:1]1[C:5]2[CH:6]=[CH:7][CH:8]=[CH:9][C:4]=2[C:3]([CH2:10][CH2:11][N:12]2[CH2:17][CH:16]=[C:15]([C:18]3[C:26]4[C:21](=[CH:22][CH:23]=[CH:24][CH:25]=4)[NH:20][CH:19]=3)[CH2:14][CH2:13]2)=[CH:2]1.[CH3:27][CH2:28][CH2:29]CCC.C(Br)C=C. (8) Given the product [N+:7]([C:10]1[CH:15]=[CH:14][CH:13]=[CH:12][C:11]=1[NH:1][C:2]1[S:3][CH:4]=[CH:5][CH:6]=1)([O-:9])=[O:8], predict the reactants needed to synthesize it. The reactants are: [NH2:1][C:2]1[S:3][CH:4]=[CH:5][CH:6]=1.[N+:7]([C:10]1[CH:15]=[CH:14][CH:13]=[CH:12][C:11]=1F)([O-:9])=[O:8]. (9) The reactants are: Br[C:2]1[C:3]2[C:4]([S:20][C:21]3[CH:26]=[CH:25][C:24]([Cl:27])=[CH:23][CH:22]=3)=[C:5]3[CH:14]([CH2:15][C:16]([O:18]C)=[O:17])[CH2:13][CH2:12][N:6]3[C:7]=2[CH:8]=[C:9]([F:11])[CH:10]=1.[CH2:28]([Sn](CCCC)(CCCC)C=C)[CH2:29]CC. Given the product [Cl:27][C:24]1[CH:23]=[CH:22][C:21]([S:20][C:4]2[C:3]3[C:2]([CH:28]=[CH2:29])=[CH:10][C:9]([F:11])=[CH:8][C:7]=3[N:6]3[CH2:12][CH2:13][CH:14]([CH2:15][C:16]([OH:18])=[O:17])[C:5]=23)=[CH:26][CH:25]=1, predict the reactants needed to synthesize it.